This data is from Forward reaction prediction with 1.9M reactions from USPTO patents (1976-2016). The task is: Predict the product of the given reaction. (1) The product is: [ClH:3].[Cl:3][CH2:16][C:12]1[N:11]([CH2:10][O:9][CH2:8][CH2:7][Si:6]([CH3:19])([CH3:18])[CH3:5])[CH:15]=[CH:14][N:13]=1. Given the reactants S(Cl)([Cl:3])=O.[CH3:5][Si:6]([CH3:19])([CH3:18])[CH2:7][CH2:8][O:9][CH2:10][N:11]1[CH:15]=[CH:14][N:13]=[C:12]1[CH2:16]O, predict the reaction product. (2) Given the reactants CN(C=O)C.[N+:6]([C:9]1[CH:10]=[C:11]2[C:15](=[CH:16][CH:17]=1)[NH:14][N:13]=[CH:12]2)([O-:8])=[O:7].C(=O)([O-])[O-].[K+].[K+].[CH2:24](Br)[C:25]1[CH:30]=[CH:29][CH:28]=[CH:27][CH:26]=1, predict the reaction product. The product is: [CH2:24]([N:14]1[C:15]2[C:11](=[CH:10][C:9]([N+:6]([O-:8])=[O:7])=[CH:17][CH:16]=2)[CH:12]=[N:13]1)[C:25]1[CH:30]=[CH:29][CH:28]=[CH:27][CH:26]=1.